This data is from Forward reaction prediction with 1.9M reactions from USPTO patents (1976-2016). The task is: Predict the product of the given reaction. (1) Given the reactants [CH3:1][O:2][C:3]1[CH:4]=[CH:5][C:6]2[C:10]([O:11][C:12]3[CH:17]=[CH:16][C:15](/[CH:18]=[CH:19]/[C:20]([O:22]C)=[O:21])=[CH:14][CH:13]=3)=[C:9]([C:24]3[CH:29]=[CH:28][C:27]([O:30][CH3:31])=[CH:26][CH:25]=3)[S:8][C:7]=2[CH:32]=1.C1COCC1.O.[Li+].[OH-], predict the reaction product. The product is: [CH3:1][O:2][C:3]1[CH:4]=[CH:5][C:6]2[C:10]([O:11][C:12]3[CH:17]=[CH:16][C:15](/[CH:18]=[CH:19]/[C:20]([OH:22])=[O:21])=[CH:14][CH:13]=3)=[C:9]([C:24]3[CH:25]=[CH:26][C:27]([O:30][CH3:31])=[CH:28][CH:29]=3)[S:8][C:7]=2[CH:32]=1. (2) Given the reactants [NH:1]1[CH:5]=[C:4]([C:6]2[CH:13]=[CH:12][C:9]([C:10]#[N:11])=[CH:8][CH:7]=2)[N:3]=[CH:2]1.C(=O)([O-])[O-:15].[K+].[K+], predict the reaction product. The product is: [NH:1]1[CH:5]=[C:4]([C:6]2[CH:7]=[CH:8][C:9]([C:10]([NH2:11])=[O:15])=[CH:12][CH:13]=2)[N:3]=[CH:2]1. (3) Given the reactants [F:1][C:2]1[CH:15]=[CH:14][C:5]([O:6][C:7]2[C:8]([CH3:13])=[N:9][NH:10][C:11]=2[CH3:12])=[CH:4][CH:3]=1.F[C:17]1[CH:24]=[CH:23][C:20]([C:21]#[N:22])=[CH:19][CH:18]=1, predict the reaction product. The product is: [F:1][C:2]1[CH:15]=[CH:14][C:5]([O:6][C:7]2[C:11]([CH3:12])=[N:10][N:9]([C:17]3[CH:24]=[CH:23][C:20]([C:21]#[N:22])=[CH:19][CH:18]=3)[C:8]=2[CH3:13])=[CH:4][CH:3]=1. (4) Given the reactants [C:1]([O:5][C:6](=[O:21])[NH:7][C:8]([C:11]1[CH:16]=[CH:15][CH:14]=[C:13]([CH2:17][CH:18]([NH2:20])[CH3:19])[CH:12]=1)([CH3:10])[CH3:9])([CH3:4])([CH3:3])[CH3:2].CS([C:26]1[N:31]=[C:30]([N:32]2[CH2:37][CH2:36][C:35](=[O:38])[N:34]3[CH2:39][CH:40]=[C:41]([C:43]4[CH:48]=[CH:47][CH:46]=[CH:45][CH:44]=4)[N:42]=[C:33]23)[CH:29]=[CH:28][N:27]=1)(=O)=O.O, predict the reaction product. The product is: [C:1]([O:5][C:6](=[O:21])[NH:7][C:8]([CH3:10])([C:11]1[CH:16]=[CH:15][CH:14]=[C:13]([CH2:17][CH:18]([NH:20][C:26]2[N:31]=[C:30]([N:32]3[CH2:37][CH2:36][C:35](=[O:38])[N:34]4[CH2:39][CH:40]=[C:41]([C:43]5[CH:44]=[CH:45][CH:46]=[CH:47][CH:48]=5)[N:42]=[C:33]34)[CH:29]=[CH:28][N:27]=2)[CH3:19])[CH:12]=1)[CH3:9])([CH3:2])([CH3:4])[CH3:3]. (5) Given the reactants Cl[C:2]1[C:11]2[C:6](=[CH:7][CH:8]=[CH:9][CH:10]=2)[CH:5]=[C:4]([NH:12][C:13]2[CH:17]=[C:16]([CH3:18])[NH:15][N:14]=2)[N:3]=1.[C:19]([C:22]1[CH:23]=[C:24](B(O)O)[CH:25]=[CH:26][CH:27]=1)(=[O:21])[CH3:20], predict the reaction product. The product is: [CH3:18][C:16]1[NH:15][N:14]=[C:13]([NH:12][C:4]2[N:3]=[C:2]([C:26]3[CH:27]=[C:22]([C:19](=[O:21])[CH3:20])[CH:23]=[CH:24][CH:25]=3)[C:11]3[C:6]([CH:5]=2)=[CH:7][CH:8]=[CH:9][CH:10]=3)[CH:17]=1.